Dataset: Forward reaction prediction with 1.9M reactions from USPTO patents (1976-2016). Task: Predict the product of the given reaction. (1) The product is: [CH3:1][O:2][C:3]([C:5]1[C:6]([CH2:26][O:27][CH3:28])=[N:7][C:8]2[C:13]([C:14]=1[NH:35][C:34]1[CH:36]=[CH:37][C:31]([C:30]([F:29])([F:38])[F:39])=[CH:32][CH:33]=1)=[CH:12][CH:11]=[C:10]([C:16]1[C:21]([C:22]([F:25])([F:24])[F:23])=[CH:20][CH:19]=[CH:18][N:17]=1)[N:9]=2)=[O:4]. Given the reactants [CH3:1][O:2][C:3]([C:5]1[C:6]([CH2:26][O:27][CH3:28])=[N:7][C:8]2[C:13]([C:14]=1Cl)=[CH:12][CH:11]=[C:10]([C:16]1[C:21]([C:22]([F:25])([F:24])[F:23])=[CH:20][CH:19]=[CH:18][N:17]=1)[N:9]=2)=[O:4].[F:29][C:30]([F:39])([F:38])[C:31]1[CH:37]=[CH:36][C:34]([NH2:35])=[CH:33][CH:32]=1, predict the reaction product. (2) Given the reactants [PH:1](=[O:12])([O:7][C:8]([CH3:11])([CH3:10])[CH3:9])[O:2][C:3]([CH3:6])([CH3:5])[CH3:4].[O-:13][Mn](=O)(=O)=O.[K+:18], predict the reaction product. The product is: [P:1]([O-:13])([O:7][C:8]([CH3:11])([CH3:10])[CH3:9])([O:2][C:3]([CH3:5])([CH3:6])[CH3:4])=[O:12].[K+:18]. (3) Given the reactants C([O:8][C:9]1[CH:14]=[CH:13][C:12]([N:15]([CH3:60])[C:16]([C:18]2[CH:22]=[C:21]([C:23]3[CH:24]=[C:25]4[C:30](=[CH:31][C:32]=3[C:33]([N:35]3[C@H:44]([CH2:45][N:46]([CH3:48])[CH3:47])[CH2:43][C:42]5[C:37](=[CH:38][CH:39]=[CH:40][CH:41]=5)[CH2:36]3)=[O:34])[CH2:29][N:28]([C:49](=[O:57])[CH2:50][C:51]3[CH:56]=[CH:55][CH:54]=[CH:53][CH:52]=3)[CH2:27][CH2:26]4)[N:20]([CH3:58])[C:19]=2[CH3:59])=[O:17])=[CH:11][CH:10]=1)C1C=CC=CC=1, predict the reaction product. The product is: [CH3:47][N:46]([CH2:45][C@@H:44]1[CH2:43][C:42]2[C:37](=[CH:38][CH:39]=[CH:40][CH:41]=2)[CH2:36][N:35]1[C:33]([C:32]1[CH:31]=[C:30]2[C:25]([CH2:26][CH2:27][N:28]([C:49](=[O:57])[CH2:50][C:51]3[CH:56]=[CH:55][CH:54]=[CH:53][CH:52]=3)[CH2:29]2)=[CH:24][C:23]=1[C:21]1[N:20]([CH3:58])[C:19]([CH3:59])=[C:18]([C:16]([N:15]([C:12]2[CH:11]=[CH:10][C:9]([OH:8])=[CH:14][CH:13]=2)[CH3:60])=[O:17])[CH:22]=1)=[O:34])[CH3:48]. (4) Given the reactants [NH2:1][C:2]1[CH:7]=[CH:6][CH:5]=[CH:4][C:3]=1[OH:8].[C:9]1([C:19](O)=O)[C:18]2[C:13](=[CH:14][CH:15]=[CH:16][CH:17]=2)[CH:12]=[CH:11][CH:10]=1, predict the reaction product. The product is: [C:9]1([C:19]2[O:8][C:3]3[CH:4]=[CH:5][CH:6]=[CH:7][C:2]=3[N:1]=2)[C:18]2[C:13](=[CH:14][CH:15]=[CH:16][CH:17]=2)[CH:12]=[CH:11][CH:10]=1. (5) Given the reactants [CH2:1]([O:8][C:9]1[C:18](I)=[CH:17][C:12]([C:13]([O:15][CH3:16])=[O:14])=[CH:11][C:10]=1[O:20][CH2:21][CH3:22])[C:2]1[CH:7]=[CH:6][CH:5]=[CH:4][CH:3]=1.C[Si](C)(C)[C:25]([F:31])([F:30])[C:26]([F:29])([F:28])[F:27].[F-].[K+].[Cl-].[NH4+], predict the reaction product. The product is: [CH2:1]([O:8][C:9]1[C:18]([C:25]([F:31])([F:30])[C:26]([F:29])([F:28])[F:27])=[CH:17][C:12]([C:13]([O:15][CH3:16])=[O:14])=[CH:11][C:10]=1[O:20][CH2:21][CH3:22])[C:2]1[CH:7]=[CH:6][CH:5]=[CH:4][CH:3]=1. (6) Given the reactants [C:1]([O:5][C:6]([NH:8][C:9]1([C:12]([OH:14])=[O:13])[CH2:11][CH2:10]1)=[O:7])([CH3:4])([CH3:3])[CH3:2].[I-].[Cs+].C(=O)([O-])[O-].[Cs+].[Cs+].[NH2:23][C:24](=[O:67])[C:25]([CH3:66])([CH3:65])[CH2:26][NH:27][C:28]([C@H:30]([CH:62]([CH3:64])[CH3:63])[CH2:31][C@@H:32]1[O:36][CH2:35][N:34]([C:37]([O:39][CH2:40]Cl)=[O:38])[C@H:33]1[CH2:42][C@H:43]([CH2:47][C:48]1[CH:53]=[CH:52][C:51]([O:54][CH3:55])=[C:50]([O:56][CH2:57][CH2:58][CH2:59][O:60][CH3:61])[CH:49]=1)[CH:44]([CH3:46])[CH3:45])=[O:29], predict the reaction product. The product is: [NH2:23][C:24](=[O:67])[C:25]([CH3:65])([CH3:66])[CH2:26][NH:27][C:28]([C@H:30]([CH:62]([CH3:63])[CH3:64])[CH2:31][C@@H:32]1[O:36][CH2:35][N:34]([C:37]([O:39][CH2:40][O:13][C:12]([C:9]2([NH:8][C:6]([O:5][C:1]([CH3:4])([CH3:2])[CH3:3])=[O:7])[CH2:11][CH2:10]2)=[O:14])=[O:38])[C@H:33]1[CH2:42][C@H:43]([CH2:47][C:48]1[CH:53]=[CH:52][C:51]([O:54][CH3:55])=[C:50]([O:56][CH2:57][CH2:58][CH2:59][O:60][CH3:61])[CH:49]=1)[CH:44]([CH3:45])[CH3:46])=[O:29].